Task: Predict the reaction yield, written as a fraction of the theoretical maximum amount of product (1.0 means a 100% yield; for example, 0.34 means a 34% yield).. Dataset: Reaction yield outcomes from USPTO patents with 853,638 reactions (1) The reactants are [NH2:1][C:2]1[CH:7]=[CH:6][C:5]([C:8]2[N:13]=[C:12]([N:14]3[CH2:20][CH:19]4[O:21][CH:16]([CH2:17][CH2:18]4)[CH2:15]3)[N:11]=[C:10]([C:22]3[CH:27]=[CH:26][C:25]([NH:28][C:29]([NH:31][CH3:32])=[O:30])=[CH:24][CH:23]=3)[N:9]=2)=[CH:4][CH:3]=1.[C:33]([C:36]1[CH:41]=[CH:40][C:39]([NH:42][C:43](=O)[O:44]C2C=CC=CC=2)=[CH:38][CH:37]=1)(=[O:35])[NH2:34]. No catalyst specified. The product is [CH3:32][NH:31][C:29]([NH:28][C:25]1[CH:26]=[CH:27][C:22]([C:10]2[N:11]=[C:12]([N:14]3[CH2:20][CH:19]4[O:21][CH:16]([CH2:17][CH2:18]4)[CH2:15]3)[N:13]=[C:8]([C:5]3[CH:4]=[CH:3][C:2]([NH:1][C:43]([NH:42][C:39]4[CH:40]=[CH:41][C:36]([C:33]([NH2:34])=[O:35])=[CH:37][CH:38]=4)=[O:44])=[CH:7][CH:6]=3)[N:9]=2)=[CH:23][CH:24]=1)=[O:30]. The yield is 0.130. (2) The reactants are Cl.[CH2:2]([O:4][C:5](=[O:14])[CH2:6][C@H:7]1[CH2:12][CH2:11][C@H:10]([NH2:13])[CH2:9][CH2:8]1)[CH3:3].Cl.[N:16]1[C:25]2[C:20](=[CH:21][CH:22]=[CH:23][CH:24]=2)[C:19]([C:26]([Cl:28])=[O:27])=[CH:18][CH:17]=1.C(N(CC)CC)C.CCCCCCC.CCOC(C)=O. The catalyst is ClCCl.CCOC(C)=O. The product is [ClH:28].[CH2:2]([O:4][C:5](=[O:14])[CH2:6][C@H:7]1[CH2:8][CH2:9][C@H:10]([NH:13][C:26]([C:19]2[C:20]3[C:25](=[CH:24][CH:23]=[CH:22][CH:21]=3)[N:16]=[CH:17][CH:18]=2)=[O:27])[CH2:11][CH2:12]1)[CH3:3]. The yield is 0.420.